This data is from Catalyst prediction with 721,799 reactions and 888 catalyst types from USPTO. The task is: Predict which catalyst facilitates the given reaction. Reactant: [C:1]([O:5][C:6]([C@@:8]12[CH2:15][CH2:14][C:13]([F:17])([F:16])[C@@H:12]1[CH2:11][N:10]([C@@H](C1C=CC=CC=1)C)[CH2:9]2)=[O:7])([CH3:4])([CH3:3])[CH3:2].[CH2:26]([O:33][C:34](Cl)=[O:35])[C:27]1[CH:32]=[CH:31][CH:30]=[CH:29][CH:28]=1. Product: [C:1]([O:5][C:6]([C@@:8]12[CH2:15][CH2:14][C:13]([F:16])([F:17])[C@@H:12]1[CH2:11][N:10]([C:34]([O:33][CH2:26][C:27]1[CH:32]=[CH:31][CH:30]=[CH:29][CH:28]=1)=[O:35])[CH2:9]2)=[O:7])([CH3:4])([CH3:3])[CH3:2]. The catalyst class is: 4.